From a dataset of Peptide-MHC class II binding affinity with 134,281 pairs from IEDB. Regression. Given a peptide amino acid sequence and an MHC pseudo amino acid sequence, predict their binding affinity value. This is MHC class II binding data. (1) The peptide sequence is YATFFIKANSKFIGITE. The MHC is DRB1_1501 with pseudo-sequence DRB1_1501. The binding affinity (normalized) is 0.513. (2) The peptide sequence is LNYRPLLPKDRRMII. The MHC is DRB1_0405 with pseudo-sequence DRB1_0405. The binding affinity (normalized) is 0.409. (3) The peptide sequence is CSNLSTCVLGKLSQE. The MHC is DRB1_0101 with pseudo-sequence DRB1_0101. The binding affinity (normalized) is 0.311. (4) The peptide sequence is AAANAGTTVYGAFAA. The MHC is HLA-DPA10103-DPB10401 with pseudo-sequence HLA-DPA10103-DPB10401. The binding affinity (normalized) is 0.168. (5) The peptide sequence is ASYASPSLQTLIAVS. The MHC is HLA-DPA10201-DPB10501 with pseudo-sequence HLA-DPA10201-DPB10501. The binding affinity (normalized) is 0.271. (6) The peptide sequence is GELQIVDSIDAAFKI. The MHC is DRB1_0401 with pseudo-sequence DRB1_0401. The binding affinity (normalized) is 0.664. (7) The peptide sequence is STNDDEVLIEVNPPF. The MHC is DRB1_0101 with pseudo-sequence DRB1_0101. The binding affinity (normalized) is 0.0362.